From a dataset of Full USPTO retrosynthesis dataset with 1.9M reactions from patents (1976-2016). Predict the reactants needed to synthesize the given product. The reactants are: C(Cl)(=O)C.[NH2:5][CH:6]([CH2:9][OH:10])[CH2:7][OH:8].[CH2:11]([O:18][CH2:19][N:20]1[C:28]2[C:27]([O:29][CH3:30])=[N:26][CH:25]=[N:24][C:23]=2[C:22]([CH:31]=O)=[CH:21]1)[C:12]1[CH:17]=[CH:16][CH:15]=[CH:14][CH:13]=1.C([BH3-])#N.[Na+]. Given the product [CH2:11]([O:18][CH2:19][N:20]1[C:28]2[C:27]([O:29][CH3:30])=[N:26][CH:25]=[N:24][C:23]=2[C:22]([CH2:31][NH:5][CH:6]([CH2:9][OH:10])[CH2:7][OH:8])=[CH:21]1)[C:12]1[CH:17]=[CH:16][CH:15]=[CH:14][CH:13]=1, predict the reactants needed to synthesize it.